From a dataset of Full USPTO retrosynthesis dataset with 1.9M reactions from patents (1976-2016). Predict the reactants needed to synthesize the given product. (1) Given the product [N+:1]([C:4]1[CH:5]=[N:6][N:7]([C:9]2[CH:14]=[CH:13][CH:12]=[CH:11][CH:10]=2)[CH:8]=1)([O-:3])=[O:2], predict the reactants needed to synthesize it. The reactants are: [N+:1]([C:4]1[CH:5]=[N:6][NH:7][CH:8]=1)([O-:3])=[O:2].[C:9]1(B(O)O)[CH:14]=[CH:13][CH:12]=[CH:11][CH:10]=1.N1C=CC=CC=1. (2) Given the product [CH:26]1([NH:32][C:2]2[C:7]([C:8]([O:10][CH2:11][CH3:12])=[O:9])=[CH:6][N:5]=[C:4]3[N:13]([S:16]([C:19]4[CH:25]=[CH:24][C:22]([CH3:23])=[CH:21][CH:20]=4)(=[O:18])=[O:17])[CH:14]=[CH:15][C:3]=23)[CH2:31][CH2:30][CH2:29][CH2:28][CH2:27]1, predict the reactants needed to synthesize it. The reactants are: Cl[C:2]1[C:7]([C:8]([O:10][CH2:11][CH3:12])=[O:9])=[CH:6][N:5]=[C:4]2[N:13]([S:16]([C:19]3[CH:25]=[CH:24][C:22]([CH3:23])=[CH:21][CH:20]=3)(=[O:18])=[O:17])[CH:14]=[CH:15][C:3]=12.[CH:26]1([NH2:32])[CH2:31][CH2:30][CH2:29][CH2:28][CH2:27]1. (3) Given the product [Cl:42][C:43]1[CH:44]=[C:45]([S:50]([O:1][C:2]2[CH:10]=[CH:9][C:8]([C:11]3[N:12]([C:27]([O:29][C:30]([CH3:31])([CH3:33])[CH3:32])=[O:28])[C:13]4[C:18]([CH:19]=3)=[CH:17][C:16]([CH2:20][N:21]3[CH2:26][CH2:25][CH2:24][CH2:23][CH2:22]3)=[CH:15][CH:14]=4)=[C:7]3[C:3]=2[CH2:4][NH:5][C:6]3=[O:34])(=[O:51])=[O:52])[CH:46]=[CH:47][C:48]=1[Cl:49], predict the reactants needed to synthesize it. The reactants are: [OH:1][C:2]1[CH:10]=[CH:9][C:8]([C:11]2[N:12]([C:27]([O:29][C:30]([CH3:33])([CH3:32])[CH3:31])=[O:28])[C:13]3[C:18]([CH:19]=2)=[CH:17][C:16]([CH2:20][N:21]2[CH2:26][CH2:25][CH2:24][CH2:23][CH2:22]2)=[CH:15][CH:14]=3)=[C:7]2[C:3]=1[CH2:4][NH:5][C:6]2=[O:34].C(N(CC)CC)C.[Cl:42][C:43]1[CH:44]=[C:45]([S:50](Cl)(=[O:52])=[O:51])[CH:46]=[CH:47][C:48]=1[Cl:49]. (4) Given the product [CH3:1][N:22]([CH2:21][C:18]1[CH:17]=[CH:16][C:15]([C:12]2[CH:13]=[CH:14][C:9]([S:6]([CH3:5])(=[O:7])=[O:8])=[CH:10][CH:11]=2)=[CH:20][N:19]=1)[CH:23]1[CH2:28][CH2:27][N:26]([C:29]([O:31][C:32]([CH3:35])([CH3:34])[CH3:33])=[O:30])[CH2:25][CH2:24]1, predict the reactants needed to synthesize it. The reactants are: [C:1]([BH3-])#N.[Na+].[CH3:5][S:6]([C:9]1[CH:14]=[CH:13][C:12]([C:15]2[CH:16]=[CH:17][C:18]([CH2:21][NH:22][CH:23]3[CH2:28][CH2:27][N:26]([C:29]([O:31][C:32]([CH3:35])([CH3:34])[CH3:33])=[O:30])[CH2:25][CH2:24]3)=[N:19][CH:20]=2)=[CH:11][CH:10]=1)(=[O:8])=[O:7].Cl.C([O-])(O)=O.[Na+]. (5) The reactants are: FC1C=C(C=C(F)C=1)CNC(=O)C(C)C([NH:11][CH:12]([CH2:25][C:26]1[C:34]2[C:29](=[CH:30][CH:31]=[CH:32][CH:33]=2)[NH:28][CH:27]=1)[C:13]([N:15]1[CH2:24][CH2:23][C:22]2[C:17](=[CH:18][CH:19]=[CH:20][CH:21]=2)[CH2:16]1)=[O:14])=O.[F:41][C:42]1[CH:43]=[C:44]([CH:56]=[C:57]([F:59])[CH:58]=1)[CH2:45][NH:46][C:47](=[O:55])[CH:48]([CH:52]([CH3:54])[CH3:53])[C:49]([OH:51])=O. Given the product [F:59][C:57]1[CH:56]=[C:44]([CH:43]=[C:42]([F:41])[CH:58]=1)[CH2:45][NH:46][C:47](=[O:55])[CH:48]([CH:52]([CH3:54])[CH3:53])[C:49]([NH:11][CH:12]([CH2:25][C:26]1[C:34]2[C:29](=[CH:30][CH:31]=[CH:32][CH:33]=2)[NH:28][CH:27]=1)[C:13]([N:15]1[CH2:24][CH2:23][C:22]2[C:17](=[CH:18][CH:19]=[CH:20][CH:21]=2)[CH2:16]1)=[O:14])=[O:51], predict the reactants needed to synthesize it. (6) Given the product [Cl:18][C:7]1[N:8]=[C:9]([N:12]2[CH2:17][CH2:16][O:15][CH2:14][CH2:13]2)[C:10]2[S:11][C:3]([CH2:2][N:26]3[CH2:27][CH2:28][C:23]4([O:22][CH2:21][CH2:20][O:19]4)[CH2:24][CH2:25]3)=[CH:4][C:5]=2[N:6]=1, predict the reactants needed to synthesize it. The reactants are: Br[CH2:2][C:3]1[S:11][C:10]2[C:9]([N:12]3[CH2:17][CH2:16][O:15][CH2:14][CH2:13]3)=[N:8][C:7]([Cl:18])=[N:6][C:5]=2[CH:4]=1.[O:19]1[C:23]2([CH2:28][CH2:27][NH:26][CH2:25][CH2:24]2)[O:22][CH2:21][CH2:20]1.C(=O)([O-])[O-].[Cs+].[Cs+].